This data is from Peptide-MHC class I binding affinity with 185,985 pairs from IEDB/IMGT. The task is: Regression. Given a peptide amino acid sequence and an MHC pseudo amino acid sequence, predict their binding affinity value. This is MHC class I binding data. (1) The peptide sequence is RTMGWTEYQ. The MHC is HLA-A24:03 with pseudo-sequence HLA-A24:03. The binding affinity (normalized) is 0.0847. (2) The peptide sequence is FTLVASVTI. The MHC is HLA-A11:01 with pseudo-sequence HLA-A11:01. The binding affinity (normalized) is 0. (3) The binding affinity (normalized) is 0.0847. The MHC is HLA-A03:01 with pseudo-sequence HLA-A03:01. The peptide sequence is EIIPKIKAY. (4) The peptide sequence is RDYVDRFFKTL. The MHC is HLA-B44:03 with pseudo-sequence HLA-B44:03. The binding affinity (normalized) is 0. (5) The peptide sequence is AAYARAAAL. The MHC is HLA-A03:01 with pseudo-sequence HLA-A03:01. The binding affinity (normalized) is 0.260. (6) The peptide sequence is GALHLYFDK. The MHC is HLA-A33:01 with pseudo-sequence HLA-A33:01. The binding affinity (normalized) is 0.109.